This data is from Experimentally validated miRNA-target interactions with 360,000+ pairs, plus equal number of negative samples. The task is: Binary Classification. Given a miRNA mature sequence and a target amino acid sequence, predict their likelihood of interaction. (1) The miRNA is hsa-miR-298 with sequence AGCAGAAGCAGGGAGGUUCUCCCA. The protein sequence of the target gene is MADTKTSKCDEHFSVEKLKEWPEPESVSLMELLAREDIDEAVHAVLFRENYVVKRLDTYLQHLAVFKERRKEMLHKKWVENVVQPLQQRITDKITSYRRPGKNQVKYEHCLKQTNKPTKVSSSCLFQKQQEFREAKGTSYQHGRGKTHDTQKEAKETEKGLSFTPFSLRPHCSSPRERQRASARLMQSKPGGRNRYKGASSEKPVFTLKSHLPKEEKTVSRSQLVFERQFRASRLSQDIKEAEKKGLVVGTGPQRPRSWAAADSVPRPSLVGRRVMTAEILGEHLVSLHQAARSGLQWP. Result: 0 (no interaction). (2) The miRNA is mmu-miR-1971 with sequence GUAAAGGCUGGGCUGAGA. The protein sequence of the target gene is MAGPGSPRRASRGASALLAAALLYAALGDVVRSEQQIPLSVVKLWASAFGGEIKSIAAKYSGSQLLQKKYKEYEKDVAIEEIDGLQLVKKLAKNMEEMFHKKSEAVRRLVEAAEEAHLKHEFDADLQYEYFNAVLINERDKDGNFLELGKEFILAPNDHFNNLPVNISLSDVQVPTNMYNKDPAIVNGVYWSESLNKVFVDNFDRDPSLIWQYFGSAKGFFRQYPGIKWEPDENGVIAFDCRNRKWYIQAATSPKDVVILVDVSGSMKGLRLTIAKQTVSSILDTLGDDDFFNIIAYNEE.... Result: 0 (no interaction).